Predict which catalyst facilitates the given reaction. From a dataset of Catalyst prediction with 721,799 reactions and 888 catalyst types from USPTO. (1) Reactant: [C:1]1([OH:11])[C:10]2[C:5](=[CH:6][CH:7]=[CH:8][CH:9]=2)[CH:4]=[CH:3][CH:2]=1.[CH2:12]=[O:13].C1(C)C=CC(S(O)(=O)=O)=CC=1. Product: [C:1]1([OH:11])[C:10]2[C:5](=[CH:6][CH:7]=[CH:8][CH:9]=2)[CH:4]=[CH:3][CH:2]=1.[CH2:12]=[O:13]. The catalyst class is: 824. (2) Reactant: [CH3:1][O:2][C:3]1[CH:9]=[C:8]([O:10][CH3:11])[CH:7]=[CH:6][C:4]=1[NH2:5].[F:12][C:13]([F:23])([F:22])[C:14](=O)[CH2:15][C:16](OCC)=[O:17].O.C1(C)C=CC(S(O)(=O)=O)=CC=1. Product: [F:12][C:13]([F:23])([F:22])[C:14]1[CH:15]=[C:16]([OH:17])[C:6]2[C:4](=[C:3]([O:2][CH3:1])[CH:9]=[C:8]([O:10][CH3:11])[CH:7]=2)[N:5]=1. The catalyst class is: 48. (3) Reactant: [CH:1]1([C:6]([O:8][CH2:9][CH2:10][CH2:11][CH3:12])=[O:7])[CH2:5][CH2:4][CH2:3][CH2:2]1.[Br:13][CH2:14][CH2:15][CH2:16][CH2:17][CH2:18]Br.[Li+].CC([N-]C(C)C)C. Product: [Br:13][CH2:14][CH2:15][CH2:16][CH2:17][CH2:18][C:1]1([C:6]([O:8][CH2:9][CH2:10][CH2:11][CH3:12])=[O:7])[CH2:5][CH2:4][CH2:3][CH2:2]1. The catalyst class is: 1. (4) Reactant: Cl[C:2]1[C:11]2=[N:12][N:13](CC3C=CC(OC)=CC=3)[CH:14]=[C:10]2[C:9]2[CH:8]=[C:7]([O:24][CH3:25])[CH:6]=[CH:5][C:4]=2[N:3]=1.[NH2:26][C:27]1[CH:32]=[CH:31][C:30]([N:33]2[CH2:38][CH2:37][N:36]([CH2:39][C:40]([OH:42])=[O:41])[CH2:35][CH2:34]2)=[CH:29][CH:28]=1.Cl. Product: [CH3:25][O:24][C:7]1[CH:6]=[CH:5][C:4]2[N:3]=[C:2]([NH:26][C:27]3[CH:28]=[CH:29][C:30]([N:33]4[CH2:38][CH2:37][N:36]([CH2:39][C:40]([OH:42])=[O:41])[CH2:35][CH2:34]4)=[CH:31][CH:32]=3)[C:11]3=[N:12][NH:13][CH:14]=[C:10]3[C:9]=2[CH:8]=1. The catalyst class is: 71. (5) Reactant: [S-2:1].[Na+].[Na+].C([O-])(=O)C.[Na+].Cl[C:10]1[CH:15]=[CH:14][C:13](Cl)=[CH:12][CH:11]=1.Cl[C:18]1[CH:23]=[CH:22][CH:21]=[C:20](Cl)[CH:19]=1. Product: [C:10]12[S:1][C:12](=[CH:13][CH:14]=[CH:15]1)[CH:11]=2.[C:18]12[S:1][C:21]([CH:22]=[CH:23]1)=[CH:20][CH:19]=2. The catalyst class is: 179. (6) Reactant: Cl[C:2]1[C:7]([N+:8]([O-:10])=[O:9])=[CH:6][CH:5]=[C:4]([Cl:11])[N:3]=1.C(N(CC)CC)C.[CH3:19][O:20][C:21]1[CH:26]=[CH:25][C:24]([NH2:27])=[CH:23][CH:22]=1. Product: [CH3:19][O:20][C:21]1[CH:26]=[CH:25][C:24]([NH:27][C:2]2[C:7]([N+:8]([O-:10])=[O:9])=[CH:6][CH:5]=[C:4]([Cl:11])[N:3]=2)=[CH:23][CH:22]=1. The catalyst class is: 5. (7) Reactant: [N:1]([CH2:4][C@@H:5]1[O:9][C:8](=[O:10])[N:7]([C:11]2[CH:16]=[CH:15][C:14]([C:17]3[O:18][CH:19]=[C:20]([C:22](C)(C)[O:23][SiH2]C(C)(C)C)[N:21]=3)=[C:13]([F:31])[CH:12]=2)[CH2:6]1)=[N+:2]=[N-:3].C(O)(=O)C.C(=O)(O)[O-].[Na+]. Product: [N:1]([CH2:4][C@@H:5]1[O:9][C:8](=[O:10])[N:7]([C:11]2[CH:16]=[CH:15][C:14]([C:17]3[O:18][CH:19]=[C:20]([CH2:22][OH:23])[N:21]=3)=[C:13]([F:31])[CH:12]=2)[CH2:6]1)=[N+:2]=[N-:3]. The catalyst class is: 30.